From a dataset of Reaction yield outcomes from USPTO patents with 853,638 reactions. Predict the reaction yield, written as a fraction of the theoretical maximum amount of product (1.0 means a 100% yield; for example, 0.34 means a 34% yield). (1) The product is [CH2:14]([N:21]1[C:29]2[C:24](=[N:25][C:26]([Cl:30])=[CH:27][CH:28]=2)[CH:23]=[C:22]1[CH2:31][O:32][Si:1]([C:4]([CH3:7])([CH3:6])[CH3:5])([CH3:3])[CH3:2])[C:15]1[CH:16]=[CH:17][CH:18]=[CH:19][CH:20]=1. The reactants are [Si:1](Cl)([C:4]([CH3:7])([CH3:6])[CH3:5])([CH3:3])[CH3:2].N1C=CN=C1.[CH2:14]([N:21]1[C:29]2[C:24](=[N:25][C:26]([Cl:30])=[CH:27][CH:28]=2)[CH:23]=[C:22]1[CH2:31][OH:32])[C:15]1[CH:20]=[CH:19][CH:18]=[CH:17][CH:16]=1. The yield is 0.920. The catalyst is C(Cl)Cl. (2) The product is [F:1][C:2]1[C:7]([C:8]#[N:9])=[C:6]([C:17]2[CH:22]=[CH:21][CH:20]=[CH:19][N:18]=2)[C:5]([O:11][CH3:12])=[C:4]([O:13][CH3:14])[CH:3]=1. The catalyst is [Pd].C1(P(C2C=CC=CC=2)C2C=CC=CC=2)C=CC=CC=1.C1(P(C2C=CC=CC=2)C2C=CC=CC=2)C=CC=CC=1.C1(P(C2C=CC=CC=2)C2C=CC=CC=2)C=CC=CC=1.C1(P(C2C=CC=CC=2)C2C=CC=CC=2)C=CC=CC=1.C(OCC)(=O)C.O.O1CCOCC1. The reactants are [F:1][C:2]1[C:7]([C:8]#[N:9])=[C:6](I)[C:5]([O:11][CH3:12])=[C:4]([O:13][CH3:14])[CH:3]=1.B([O-])O[C:17]1[CH:22]=[CH:21][CH:20]=[CH:19][N:18]=1.C(=O)([O-])[O-].[Na+].[Na+].C1(P(C2C=CC=CC=2)C2C=CC=CC=2)C=CC=CC=1. The yield is 0.490. (3) The reactants are [Cl:1][C:2]1[CH:3]=[CH:4][C:5]([N+:17]([O-])=O)=[C:6]([NH:8][C:9]2[S:10][C:11]([CH3:16])=[CH:12][C:13]=2[C:14]#[N:15])[CH:7]=1.[Sn](Cl)Cl. The catalyst is C(O)C.Cl.O. The product is [ClH:1].[Cl:1][C:2]1[CH:3]=[CH:4][C:5]2[N:17]=[C:14]([NH2:15])[C:13]3[CH:12]=[C:11]([CH3:16])[S:10][C:9]=3[NH:8][C:6]=2[CH:7]=1. The yield is 0.900. (4) The product is [CH3:33][C:28]1[N:27]([C:24]2[N:23]=[CH:22][C:21]([C@@H:19]([OH:20])[CH2:18][NH:17][C:12]([C@H:7]3[CH2:6][CH2:5][C:4]4[C:9](=[CH:10][CH:11]=[C:2]([I:1])[CH:3]=4)[O:8]3)=[O:14])=[CH:26][CH:25]=2)[C:31]([CH3:32])=[CH:30][CH:29]=1. The yield is 0.560. The catalyst is C(Cl)Cl.O. The reactants are [I:1][C:2]1[CH:3]=[C:4]2[C:9](=[CH:10][CH:11]=1)[O:8][C@@H:7]([C:12]([OH:14])=O)[CH2:6][CH2:5]2.Cl.Cl.[NH2:17][CH2:18][C@@H:19]([C:21]1[CH:22]=[N:23][C:24]([N:27]2[C:31]([CH3:32])=[CH:30][CH:29]=[C:28]2[CH3:33])=[CH:25][CH:26]=1)[OH:20].Cl.CN(C)CCCN=C=NCC.O.ON1C2C=CC=CC=2N=N1.C(N(CC)CC)C. (5) The reactants are [CH3:1][O:2][C:3]1[CH:8]=[CH:7][C:6]([C:9]2([C:12]([OH:14])=O)[CH2:11][CH2:10]2)=[CH:5][CH:4]=1.S(Cl)(Cl)=O.[Br:19][C:20]1[C:29]2[C:24](=[CH:25][CH:26]=[CH:27][CH:28]=2)[CH:23]=[C:22]([NH2:30])[N:21]=1.CCN(CC)CC. The catalyst is C(Cl)Cl.CN(C=O)C. The yield is 0.750. The product is [Br:19][C:20]1[C:29]2[C:24](=[CH:25][CH:26]=[CH:27][CH:28]=2)[CH:23]=[C:22]([NH:30][C:12]([C:9]2([C:6]3[CH:5]=[CH:4][C:3]([O:2][CH3:1])=[CH:8][CH:7]=3)[CH2:10][CH2:11]2)=[O:14])[N:21]=1. (6) The reactants are [CH2:1]([O:8][CH2:9][Li])[C:2]1[CH:7]=[CH:6][CH:5]=[CH:4][CH:3]=1.[Sn](COCC1C=CC=CC=1)(CCCC)(CCCC)CCCC.[Li]CCCC.[Br:38][C:39]1[CH:44]=[CH:43][C:42]([NH:45][C:46]2[C:47]([CH:56]=[O:57])=[CH:48][C:49]3[NH:53][CH:52]=[N:51][C:50]=3[C:54]=2[F:55])=[C:41]([Cl:58])[CH:40]=1. The catalyst is C1COCC1. The product is [CH2:1]([O:8][CH2:9][CH:56]([C:47]1[C:46]([NH:45][C:42]2[CH:43]=[CH:44][C:39]([Br:38])=[CH:40][C:41]=2[Cl:58])=[C:54]([F:55])[C:50]2[N:51]=[CH:52][NH:53][C:49]=2[CH:48]=1)[OH:57])[C:2]1[CH:7]=[CH:6][CH:5]=[CH:4][CH:3]=1. The yield is 0.680. (7) The reactants are Cl[C:2]1[C:11]2[C:6](=[CH:7][C:8]([CH2:12][OH:13])=[CH:9][CH:10]=2)[N:5]=[C:4]([CH3:14])[CH:3]=1.[NH:15]1[CH2:19][CH2:18][CH2:17][CH2:16]1. No catalyst specified. The product is [CH3:14][C:4]1[CH:3]=[C:2]([N:15]2[CH2:19][CH2:18][CH2:17][CH2:16]2)[C:11]2[C:6](=[CH:7][C:8]([CH2:12][OH:13])=[CH:9][CH:10]=2)[N:5]=1. The yield is 0.900.